This data is from Catalyst prediction with 721,799 reactions and 888 catalyst types from USPTO. The task is: Predict which catalyst facilitates the given reaction. (1) Reactant: [Si]([O:18][CH2:19][C@H:20]([N:22]1[C:27](=[O:28])[CH:26]=[CH:25][N:24]([C:29]2[CH:34]=[CH:33][CH:32]=[C:31]([C:35]([F:38])([F:37])[F:36])[CH:30]=2)[C:23]1=[O:39])[CH3:21])(C(C)(C)C)(C1C=CC=CC=1)C1C=CC=CC=1.Cl. Product: [OH:18][CH2:19][C@H:20]([N:22]1[C:27](=[O:28])[CH:26]=[CH:25][N:24]([C:29]2[CH:34]=[CH:33][CH:32]=[C:31]([C:35]([F:38])([F:36])[F:37])[CH:30]=2)[C:23]1=[O:39])[CH3:21]. The catalyst class is: 8. (2) Product: [C:1]([N:5]1[CH2:6][CH2:7][N:8]([C:11]2[CH:16]=[CH:15][C:14]([NH:17][C:18]3[C:27]4[C:22](=[CH:23][CH:24]=[C:25]([C:28]5[CH:29]=[N:30][C:31]6[C:36]([CH:37]=5)=[CH:35][CH:34]=[CH:33][CH:32]=6)[CH:26]=4)[N:21]=[CH:20][C:19]=3[C:38]([OH:40])=[O:39])=[CH:13][C:12]=2[C:43]([F:44])([F:45])[F:46])[CH2:9][CH2:10]1)(=[O:4])[CH2:2][CH3:3]. The catalyst class is: 87. Reactant: [C:1]([N:5]1[CH2:10][CH2:9][N:8]([C:11]2[CH:16]=[CH:15][C:14]([NH:17][C:18]3[C:27]4[C:22](=[CH:23][CH:24]=[C:25]([C:28]5[CH:29]=[N:30][C:31]6[C:36]([CH:37]=5)=[CH:35][CH:34]=[CH:33][CH:32]=6)[CH:26]=4)[N:21]=[CH:20][C:19]=3[C:38]([O:40]CC)=[O:39])=[CH:13][C:12]=2[C:43]([F:46])([F:45])[F:44])[CH2:7][CH2:6]1)(=[O:4])[CH2:2][CH3:3].[OH-].[Na+].Cl. (3) Reactant: C[O:2][C:3](=[O:36])[C:4]1[CH:9]=[CH:8][CH:7]=[CH:6][C:5]=1[NH:10][C:11]1[N:15]([C:16]2[CH:21]=[CH:20][CH:19]=[C:18]([F:22])[C:17]=2[CH3:23])[N:14]=[C:13]([CH3:24])[C:12]=1[C:25]1[CH:26]=[C:27]2[C:32](=[C:33]([F:35])[CH:34]=1)[N:31]=[CH:30][CH:29]=[N:28]2.[OH-].[Na+].Cl. Product: [F:35][C:33]1[CH:34]=[C:25]([C:12]2[C:13]([CH3:24])=[N:14][N:15]([C:16]3[CH:21]=[CH:20][CH:19]=[C:18]([F:22])[C:17]=3[CH3:23])[C:11]=2[NH:10][C:5]2[CH:6]=[CH:7][CH:8]=[CH:9][C:4]=2[C:3]([OH:36])=[O:2])[CH:26]=[C:27]2[C:32]=1[N:31]=[CH:30][CH:29]=[N:28]2. The catalyst class is: 38. (4) Reactant: [CH3:1][O:2][C:3]1[CH:4]=[C:5]2[C:10](=[C:11]([O:15][CH3:16])[C:12]=1[O:13][CH3:14])[C:9](=[O:17])[NH:8][CH2:7][CH2:6]2.[H-].[Na+].[CH2:20]([O:27][C:28]1[CH:33]=[C:32]([CH2:34]Br)[CH:31]=[CH:30][C:29]=1[O:36][CH3:37])[C:21]1[CH:26]=[CH:25][CH:24]=[CH:23][CH:22]=1. Product: [CH2:20]([O:27][C:28]1[CH:33]=[C:32]([CH:31]=[CH:30][C:29]=1[O:36][CH3:37])[CH2:34][N:8]1[CH2:7][CH2:6][C:5]2[C:10](=[C:11]([O:15][CH3:16])[C:12]([O:13][CH3:14])=[C:3]([O:2][CH3:1])[CH:4]=2)[C:9]1=[O:17])[C:21]1[CH:22]=[CH:23][CH:24]=[CH:25][CH:26]=1. The catalyst class is: 3. (5) Reactant: [F:1][C:2]([F:12])([F:11])[C:3]1[CH:10]=[CH:9][C:6]([CH:7]=[O:8])=[CH:5][CH:4]=1.[N+:13]([CH:15](S(C1C=CC(C)=CC=1)(=O)=O)[CH2:16][CH3:17])#[C-:14].C([O-])([O-])=O.[K+].[K+]. Product: [CH2:16]([C:15]1[N:13]=[CH:14][O:8][C:7]=1[C:6]1[CH:9]=[CH:10][C:3]([C:2]([F:11])([F:12])[F:1])=[CH:4][CH:5]=1)[CH3:17]. The catalyst class is: 5. (6) Reactant: [Cl:1][C:2]1[CH:8]=[CH:7][C:5]([NH2:6])=[C:4]([C:9]2[NH:13][N:12]=[CH:11][CH:10]=2)[CH:3]=1.[C:14]([O-])([O-])=[O:15].[K+].[K+].ClC(Cl)(OC(=O)OC(Cl)(Cl)Cl)Cl. Product: [Cl:1][C:2]1[CH:8]=[CH:7][C:5]2[NH:6][C:14](=[O:15])[N:13]3[N:12]=[CH:11][CH:10]=[C:9]3[C:4]=2[CH:3]=1. The catalyst class is: 1. (7) Reactant: [Br:1][C:2]1[CH:6]=[N:5][N:4]([CH:7]([CH3:9])[CH3:8])[C:3]=1[C:10]1[CH:11]=[C:12]([NH2:18])[CH:13]=[CH:14][C:15]=1[O:16][CH3:17].[Cl:19][C:20]1[CH:25]=[CH:24][C:23]([N:26]=[C:27]=[O:28])=[CH:22][CH:21]=1. Product: [Br:1][C:2]1[CH:6]=[N:5][N:4]([CH:7]([CH3:9])[CH3:8])[C:3]=1[C:10]1[CH:11]=[C:12]([NH:18][C:27]([NH:26][C:23]2[CH:24]=[CH:25][C:20]([Cl:19])=[CH:21][CH:22]=2)=[O:28])[CH:13]=[CH:14][C:15]=1[O:16][CH3:17]. The catalyst class is: 2. (8) Reactant: [OH-].[Na+].[Br:3][C:4]1[CH:9]=[CH:8][C:7]([C@@H:10]2[CH2:12][C@H:11]2[NH:13][CH:14]2[CH2:19][CH2:18][CH:17]([NH:20][C:21](=[O:27])[O:22][C:23]([CH3:26])([CH3:25])[CH3:24])[CH2:16][CH2:15]2)=[CH:6][CH:5]=1.[CH3:28][C:29]([O:32][C:33](O[C:33]([O:32][C:29]([CH3:31])([CH3:30])[CH3:28])=[O:34])=[O:34])([CH3:31])[CH3:30].O. Product: [Br:3][C:4]1[CH:5]=[CH:6][C:7]([C@@H:10]2[CH2:12][C@H:11]2[N:13]([CH:14]2[CH2:15][CH2:16][CH:17]([NH:20][C:21]([O:22][C:23]([CH3:24])([CH3:26])[CH3:25])=[O:27])[CH2:18][CH2:19]2)[C:33](=[O:34])[O:32][C:29]([CH3:31])([CH3:30])[CH3:28])=[CH:8][CH:9]=1. The catalyst class is: 38. (9) Reactant: [C:1]1([S:7]([C:10]2[CH:11]=[N:12][C:13]3[C:18]([CH:19]=2)=[CH:17][CH:16]=[CH:15][C:14]=3[CH:20]=[CH2:21])(=[O:9])=[O:8])[CH:6]=[CH:5][CH:4]=[CH:3][CH:2]=1.[CH2:22]([N:29]([CH2:35]OC)[CH2:30][Si](C)(C)C)[C:23]1[CH:28]=[CH:27][CH:26]=[CH:25][CH:24]=1.FC(F)(F)C(O)=O. Product: [CH2:22]([N:29]1[CH2:35][CH2:21][CH:20]([C:14]2[CH:15]=[CH:16][CH:17]=[C:18]3[C:13]=2[N:12]=[CH:11][C:10]([S:7]([C:1]2[CH:6]=[CH:5][CH:4]=[CH:3][CH:2]=2)(=[O:8])=[O:9])=[CH:19]3)[CH2:30]1)[C:23]1[CH:28]=[CH:27][CH:26]=[CH:25][CH:24]=1. The catalyst class is: 4.